This data is from Forward reaction prediction with 1.9M reactions from USPTO patents (1976-2016). The task is: Predict the product of the given reaction. Given the reactants [C:1]([O:5][C:6]([N-:8][S:9]([N:12]1[CH:17]=[CH:16][C:15](=[N+](C)C)[CH:14]=C1)(=[O:11])=[O:10])=[O:7])([CH3:4])([CH3:3])[CH3:2].N1CCCC1, predict the reaction product. The product is: [C:1]([O:5][C:6]([NH:8][S:9]([N:12]1[CH2:17][CH2:16][CH2:15][CH2:14]1)(=[O:10])=[O:11])=[O:7])([CH3:2])([CH3:3])[CH3:4].